Dataset: Full USPTO retrosynthesis dataset with 1.9M reactions from patents (1976-2016). Task: Predict the reactants needed to synthesize the given product. Given the product [CH3:22][S:23]([O:1][CH2:2][C@@H:3]1[CH2:7][CH2:6][CH2:5][N:4]1[C:8]([O:10][C:11]([CH3:14])([CH3:13])[CH3:12])=[O:9])(=[O:25])=[O:24], predict the reactants needed to synthesize it. The reactants are: [OH:1][CH2:2][C@@H:3]1[CH2:7][CH2:6][CH2:5][N:4]1[C:8]([O:10][C:11]([CH3:14])([CH3:13])[CH3:12])=[O:9].C(N(CC)CC)C.[CH3:22][S:23](Cl)(=[O:25])=[O:24].